From a dataset of NCI-60 drug combinations with 297,098 pairs across 59 cell lines. Regression. Given two drug SMILES strings and cell line genomic features, predict the synergy score measuring deviation from expected non-interaction effect. (1) Drug 1: CC1CCC2CC(C(=CC=CC=CC(CC(C(=O)C(C(C(=CC(C(=O)CC(OC(=O)C3CCCCN3C(=O)C(=O)C1(O2)O)C(C)CC4CCC(C(C4)OC)O)C)C)O)OC)C)C)C)OC. Drug 2: CC12CCC3C(C1CCC2O)C(CC4=C3C=CC(=C4)O)CCCCCCCCCS(=O)CCCC(C(F)(F)F)(F)F. Cell line: NCI-H460. Synergy scores: CSS=-1.07, Synergy_ZIP=-0.0961, Synergy_Bliss=-1.39, Synergy_Loewe=-1.09, Synergy_HSA=-1.84. (2) Drug 1: CC1C(C(CC(O1)OC2CC(CC3=C2C(=C4C(=C3O)C(=O)C5=C(C4=O)C(=CC=C5)OC)O)(C(=O)C)O)N)O.Cl. Drug 2: C#CCC(CC1=CN=C2C(=N1)C(=NC(=N2)N)N)C3=CC=C(C=C3)C(=O)NC(CCC(=O)O)C(=O)O. Cell line: TK-10. Synergy scores: CSS=21.5, Synergy_ZIP=-4.53, Synergy_Bliss=3.45, Synergy_Loewe=1.85, Synergy_HSA=1.73.